Dataset: Forward reaction prediction with 1.9M reactions from USPTO patents (1976-2016). Task: Predict the product of the given reaction. (1) Given the reactants C[C:2]1([CH3:13])[CH2:11][CH:10](N)[C:9]2[C:4](=[CH:5][CH:6]=[CH:7][CH:8]=2)[O:3]1.[CH:14]([O:17][C:18]1[C:23]([NH:24][S:25]([CH3:28])(=[O:27])=[O:26])=[CH:22][CH:21]=[CH:20][C:19]=1[CH2:29][CH2:30]C(O)=O)([CH3:16])[CH3:15].CCN=C=NCCCN(C)C.[ClH:45].C1C=CC2N([OH:55])N=NC=2C=1.C([N:58]([CH2:61][CH3:62])[CH2:59]C)C, predict the reaction product. The product is: [Cl:45][C:7]1[CH:8]=[C:9]2[C:4](=[CH:5][CH:6]=1)[O:3][C:2]1([CH2:11][CH2:10][CH2:13]1)[CH2:62][CH:61]2[NH:58][C:59](=[O:55])[CH:29]([C:19]1[CH:20]=[CH:21][CH:22]=[C:23]([NH:24][S:25]([CH3:28])(=[O:26])=[O:27])[C:18]=1[O:17][CH:14]([CH3:15])[CH3:16])[CH3:30]. (2) Given the reactants [CH3:1][NH:2][C:3]([C:5]1[CH:10]=[C:9]([O:11][C:12]2[CH:17]=[CH:16][C:15]([CH2:18][CH2:19][C:20]([OH:22])=O)=[CH:14][CH:13]=2)[CH:8]=[CH:7][N:6]=1)=[O:4].[F:23][C:24]([F:33])([F:32])[C:25]1[CH:26]=[C:27]([CH:29]=[CH:30][CH:31]=1)[NH2:28].CN(C(ON1N=NC2C=CC=NC1=2)=[N+](C)C)C.F[P-](F)(F)(F)(F)F.CCN(C(C)C)C(C)C, predict the reaction product. The product is: [CH3:1][NH:2][C:3]([C:5]1[CH:10]=[C:9]([O:11][C:12]2[CH:13]=[CH:14][C:15]([CH2:18][CH2:19][C:20](=[O:22])[NH:28][C:27]3[CH:29]=[CH:30][CH:31]=[C:25]([C:24]([F:23])([F:32])[F:33])[CH:26]=3)=[CH:16][CH:17]=2)[CH:8]=[CH:7][N:6]=1)=[O:4]. (3) Given the reactants [C:1]([O:5][C:6]([NH:8][C@@H:9]([CH:13]([CH3:15])[CH3:14])[C:10]([OH:12])=O)=[O:7])([CH3:4])([CH3:3])[CH3:2].Cl.C(N=C=NCCCN(C)C)C.[Cl:28][C:29]1[CH:30]=[C:31]([CH:39]=[CH:40][C:41]=1[Cl:42])[O:32][CH:33]1[CH2:38][CH2:37][NH:36][CH2:35][CH2:34]1.C([O-])(O)=O.[Na+], predict the reaction product. The product is: [Cl:28][C:29]1[CH:30]=[C:31]([CH:39]=[CH:40][C:41]=1[Cl:42])[O:32][CH:33]1[CH2:38][CH2:37][N:36]([C:10]([C@@H:9]([NH:8][C:6](=[O:7])[O:5][C:1]([CH3:2])([CH3:3])[CH3:4])[CH:13]([CH3:15])[CH3:14])=[O:12])[CH2:35][CH2:34]1. (4) Given the reactants [NH2:1][C:2]1[CH:12]=[N:11][CH:10]=[CH:9][C:3]=1[C:4]([O:6]CC)=O.C(N(CC)CC)C.C([CH:22]([C:26](Cl)=[O:27])[C:23](Cl)=[O:24])C.[O-]CC.[Na+].[Na+].[NH2:34][CH2:35][C:36]([O-:38])=[O:37].N12CCCN=C1CCCCC2.Cl, predict the reaction product. The product is: [OH:6][C:4]1[C:3]2[C:2](=[CH:12][N:11]=[CH:10][CH:9]=2)[NH:1][C:26](=[O:27])[C:22]=1[C:23]([NH:34][CH2:35][C:36]([OH:38])=[O:37])=[O:24].